From a dataset of Peptide-MHC class II binding affinity with 134,281 pairs from IEDB. Regression. Given a peptide amino acid sequence and an MHC pseudo amino acid sequence, predict their binding affinity value. This is MHC class II binding data. (1) The peptide sequence is YPSGTSGSPIVNRNG. The MHC is HLA-DQA10201-DQB10303 with pseudo-sequence HLA-DQA10201-DQB10303. The binding affinity (normalized) is 0.500. (2) The peptide sequence is VQNTVEDLKLNTLGR. The MHC is HLA-DPA10201-DPB11401 with pseudo-sequence HLA-DPA10201-DPB11401. The binding affinity (normalized) is 0.0153.